Dataset: Full USPTO retrosynthesis dataset with 1.9M reactions from patents (1976-2016). Task: Predict the reactants needed to synthesize the given product. (1) Given the product [Br:1][C:2]1[C:3]([NH:12][CH2:13][C:14]#[CH:15])=[N:4][C:5]([N:16]2[C:24]3[C:19](=[CH:20][CH:21]=[CH:22][CH:23]=3)[CH:18]=[N:17]2)=[N:6][C:7]=1[Cl:8], predict the reactants needed to synthesize it. The reactants are: [Br:1][C:2]1[C:3]([NH:12][CH2:13][C:14]#[CH:15])=[N:4][C:5](S(C)=O)=[N:6][C:7]=1[Cl:8].[NH:16]1[C:24]2[C:19](=[CH:20][CH:21]=[CH:22][CH:23]=2)[CH:18]=[N:17]1.C(=O)([O-])[O-].[Cs+].[Cs+].O. (2) Given the product [C:7]([O:5][CH2:4][CH2:3][CH2:2][CH2:1][OH:6])(=[O:14])[C:8]1[CH:13]=[CH:12][CH:11]=[CH:10][CH:9]=1, predict the reactants needed to synthesize it. The reactants are: [CH2:1]([OH:6])[CH2:2][CH2:3][CH2:4][OH:5].[C:7](Cl)(=[O:14])[C:8]1[CH:13]=[CH:12][CH:11]=[CH:10][CH:9]=1. (3) Given the product [C:1]([C:5]1[N:10]=[CH:9][C:8]([C:11]2[N:12]([C:32]([N:34]3[CH2:35][CH2:36][CH:37]([CH2:40][C:41]([N:49]([CH2:47][CH3:48])[CH3:50])=[O:43])[CH2:38][CH2:39]3)=[O:33])[C@@:13]([C:25]3[CH:26]=[CH:27][C:28]([Cl:31])=[CH:29][CH:30]=3)([CH3:24])[C@@:14]([C:17]3[CH:22]=[CH:21][C:20]([Cl:23])=[CH:19][CH:18]=3)([CH3:16])[N:15]=2)=[C:7]([O:44][CH2:45][CH3:46])[CH:6]=1)([CH3:3])([CH3:2])[CH3:4], predict the reactants needed to synthesize it. The reactants are: [C:1]([C:5]1[N:10]=[CH:9][C:8]([C:11]2[N:12]([C:32]([N:34]3[CH2:39][CH2:38][CH:37]([CH2:40][C:41]([OH:43])=O)[CH2:36][CH2:35]3)=[O:33])[C@@:13]([C:25]3[CH:30]=[CH:29][C:28]([Cl:31])=[CH:27][CH:26]=3)([CH3:24])[C@@:14]([C:17]3[CH:22]=[CH:21][C:20]([Cl:23])=[CH:19][CH:18]=3)([CH3:16])[N:15]=2)=[C:7]([O:44][CH2:45][CH3:46])[CH:6]=1)([CH3:4])([CH3:3])[CH3:2].[CH2:47]([NH:49][CH3:50])[CH3:48]. (4) Given the product [CH:1]([O:4][C:5](=[O:31])[C:6]1[CH:11]=[CH:10][C:9]([C:12]#[C:13][C:14]2[CH:19]=[CH:18][C:17]([CH2:20][C:21]([OH:23])=[O:22])=[CH:16][CH:15]=2)=[CH:8][C:7]=1[CH2:25][N:26]([CH:28]1[CH2:30][CH2:29]1)[CH3:27])([CH3:3])[CH3:2], predict the reactants needed to synthesize it. The reactants are: [CH:1]([O:4][C:5](=[O:31])[C:6]1[CH:11]=[CH:10][C:9]([C:12]#[C:13][C:14]2[CH:19]=[CH:18][C:17]([CH2:20][C:21]([O:23]C)=[O:22])=[CH:16][CH:15]=2)=[CH:8][C:7]=1[CH2:25][N:26]([CH:28]1[CH2:30][CH2:29]1)[CH3:27])([CH3:3])[CH3:2].O1CCCC1.O.O.[OH-].[Li+]. (5) Given the product [Br:15][CH2:7][C:6]1[N:5]([CH3:8])[N:4]([CH:9]2[CH2:10][CH2:11][CH2:12][CH2:13]2)[C:3](=[O:14])[C:2]=1[Cl:1], predict the reactants needed to synthesize it. The reactants are: [Cl:1][C:2]1[C:3](=[O:14])[N:4]([CH:9]2[CH2:13][CH2:12][CH2:11][CH2:10]2)[N:5]([CH3:8])[C:6]=1[CH3:7].[Br:15]N1C(=O)CCC1=O.ClCCl. (6) Given the product [Cl:23][C:24]1[C:29]([C:30]([NH:17][C:12]2[CH:13]=[CH:14][CH:15]=[C:16]3[C:11]=2[N:10]=[CH:9][N:8]=[C:7]3[O:6][C:5]2[CH:18]=[CH:19][CH:20]=[C:3]([C:2]([F:1])([F:21])[F:22])[CH:4]=2)=[O:31])=[C:28]([F:33])[C:27]([CH2:34][NH:35][C:36](=[O:41])[C:37]([CH3:39])([CH3:38])[CH3:40])=[CH:26][CH:25]=1, predict the reactants needed to synthesize it. The reactants are: [F:1][C:2]([F:22])([F:21])[C:3]1[CH:4]=[C:5]([CH:18]=[CH:19][CH:20]=1)[O:6][C:7]1[C:16]2[C:11](=[C:12]([NH2:17])[CH:13]=[CH:14][CH:15]=2)[N:10]=[CH:9][N:8]=1.[Cl:23][C:24]1[C:29]([C:30](O)=[O:31])=[C:28]([F:33])[C:27]([CH2:34][NH:35][C:36](=[O:41])[C:37]([CH3:40])([CH3:39])[CH3:38])=[CH:26][CH:25]=1.C(Cl)(=O)C(Cl)=O.CCN(C(C)C)C(C)C. (7) Given the product [O:47]=[S:43]1(=[O:46])[CH2:44][CH2:45][N:40]([CH2:39][CH2:38][CH2:37][NH:36][C@:20]23[CH2:32][CH2:31][C@@H:30]([C:33]([CH3:35])=[CH2:34])[C@@H:21]2[C@@H:22]2[C@@:17]([CH3:48])([CH2:18][CH2:19]3)[C@@:16]3([CH3:49])[C@@H:25]([C@:26]4([CH3:29])[C@@H:13]([CH2:14][CH2:15]3)[C:12]([CH3:51])([CH3:50])[C:11]([C:9]3[CH:8]=[CH:7][C:3]([C:4]([OH:6])=[O:5])=[CH:2][CH:10]=3)=[CH:28][CH2:27]4)[CH2:24][CH2:23]2)[CH2:41][CH2:42]1, predict the reactants needed to synthesize it. The reactants are: C[C:2]1[CH:10]=[C:9]([C:11]2[C:12]([CH3:51])([CH3:50])[C@H:13]3[C@:26]([CH3:29])([CH2:27][CH:28]=2)[C@@H:25]2[C@:16]([CH3:49])([C@@:17]4([CH3:48])[C@H:22]([CH2:23][CH2:24]2)[C@H:21]2[C@H:30]([C:33]([CH3:35])=[CH2:34])[CH2:31][CH2:32][C@:20]2([NH:36][CH2:37][CH2:38][CH2:39][N:40]2[CH2:45][CH2:44][S:43](=[O:47])(=[O:46])[CH2:42][CH2:41]2)[CH2:19][CH2:18]4)[CH2:15][CH2:14]3)[CH:8]=[CH:7][C:3]=1[C:4]([OH:6])=[O:5].[OH-].[Na+]. (8) The reactants are: [CH3:1][C:2]1[CH:7]=[CH:6][C:5]([S:8]([O:11][C:12]2[CH:17]=[CH:16][C:15](Br)=[C:14]([O:19][CH3:20])[CH:13]=2)(=[O:10])=[O:9])=[CH:4][CH:3]=1.Br[C:22]1[CH:28]=[CH:27][C:25]([OH:26])=[CH:24][C:23]=1O.[C:30]1(C)[CH:35]=CC(S(Cl)(=O)=O)=[CH:32][CH:31]=1.C(=O)([O-])[O-].[K+].[K+].IC. Given the product [CH3:1][C:2]1[CH:7]=[CH:6][C:5]([S:8]([O:11][C:12]2[CH:17]=[CH:16][C:15]([C:30]3[CH:31]=[CH:32][C:23]4[C:22](=[CH:28][CH:27]=[C:25]([OH:26])[CH:24]=4)[CH:35]=3)=[C:14]([O:19][CH3:20])[CH:13]=2)(=[O:10])=[O:9])=[CH:4][CH:3]=1, predict the reactants needed to synthesize it. (9) Given the product [CH3:39][O:38][C:36](=[O:37])[C:35]([CH3:40])([CH3:41])[CH2:34][C:33]1[O:42][C:29]([C:26]2[S:27][CH:28]=[C:24]([CH2:23][CH:19]3[CH2:20][CH2:21][CH2:22]3)[N:25]=2)=[N:31][N:32]=1, predict the reactants needed to synthesize it. The reactants are: [Mg].BrCCBr.C1(CBr)CCC1.C1(C[Mg]Br)CCC1.[CH:19]1([CH2:23][C:24]2[N:25]=[C:26]([C:29]([NH:31][NH:32][C:33](=[O:42])[CH2:34][C:35]([CH3:41])([CH3:40])[C:36]([O:38][CH3:39])=[O:37])=O)[S:27][CH:28]=2)[CH2:22][CH2:21][CH2:20]1.[NH4+].[Cl-].[O-][Mn](=O)(=O)=O.[K+].